Dataset: Peptide-MHC class I binding affinity with 185,985 pairs from IEDB/IMGT. Task: Regression. Given a peptide amino acid sequence and an MHC pseudo amino acid sequence, predict their binding affinity value. This is MHC class I binding data. (1) The peptide sequence is SRQFGFIVL. The MHC is H-2-Kb with pseudo-sequence H-2-Kb. The binding affinity (normalized) is 0.0414. (2) The peptide sequence is ELLNTPYCNY. The MHC is HLA-A29:02 with pseudo-sequence HLA-A29:02. The binding affinity (normalized) is 0.378. (3) The peptide sequence is VMYASALVLL. The MHC is HLA-A02:01 with pseudo-sequence HLA-A02:01. The binding affinity (normalized) is 0.840. (4) The binding affinity (normalized) is 0.0847. The peptide sequence is KQNMRIRSK. The MHC is HLA-B51:01 with pseudo-sequence HLA-B51:01. (5) The peptide sequence is ALYGVWPLLL. The MHC is HLA-A02:06 with pseudo-sequence HLA-A02:06. The binding affinity (normalized) is 0.528. (6) The peptide sequence is AINSEMFLL. The MHC is HLA-A03:01 with pseudo-sequence HLA-A03:01. The binding affinity (normalized) is 0.340. (7) The peptide sequence is SRARIKTRL. The binding affinity (normalized) is 0.0847. The MHC is HLA-B08:03 with pseudo-sequence HLA-B08:03.